This data is from Full USPTO retrosynthesis dataset with 1.9M reactions from patents (1976-2016). The task is: Predict the reactants needed to synthesize the given product. (1) Given the product [CH3:23][C:16]1[NH:24][C:25]([CH3:39])=[C:26]([C:27](=[O:28])[C:29]2[CH:34]=[CH:33][C:32]([C:35]([CH3:37])([CH3:36])[CH3:38])=[CH:31][CH:30]=2)[CH:13]([C:5]2[CH:6]=[CH:7][CH:8]=[C:9]3[C:4]=2[O:3][C:2]([CH3:1])=[CH:11][C:10]3=[O:12])[C:17]=1[C:18]([O:20][CH2:21][CH3:22])=[O:19], predict the reactants needed to synthesize it. The reactants are: [CH3:1][C:2]1[O:3][C:4]2[C:9]([C:10](=[O:12])[CH:11]=1)=[CH:8][CH:7]=[CH:6][C:5]=2[CH:13]=O.O=[C:16]([CH3:23])[CH2:17][C:18]([O:20][CH2:21][CH3:22])=[O:19].[NH2:24][C:25]([CH3:39])=[CH:26][C:27]([C:29]1[CH:34]=[CH:33][C:32]([C:35]([CH3:38])([CH3:37])[CH3:36])=[CH:31][CH:30]=1)=[O:28].C(O)(=O)C. (2) Given the product [NH2:18][C@H:13]([C:14]([O:16][CH3:17])=[O:15])[CH2:12][N:11]([C:29]([O:31][C:32]([CH3:35])([CH3:34])[CH3:33])=[O:30])[CH2:10][C:9]([OH:36])=[O:8], predict the reactants needed to synthesize it. The reactants are: C([O:8][C:9](=[O:36])[CH2:10][N:11]([C:29]([O:31][C:32]([CH3:35])([CH3:34])[CH3:33])=[O:30])[CH2:12][C@H:13]([NH:18]C(OCC1C=CC=CC=1)=O)[C:14]([O:16][CH3:17])=[O:15])C1C=CC=CC=1. (3) The reactants are: [CH2:1]([O:3][C:4](=[O:15])[CH2:5][C:6]1[CH:11]=[CH:10][C:9]([NH:12][CH:13]=O)=[CH:8][CH:7]=1)[CH3:2]. Given the product [CH2:1]([O:3][C:4](=[O:15])[CH2:5][C:6]1[CH:11]=[CH:10][C:9]([NH:12][CH3:13])=[CH:8][CH:7]=1)[CH3:2], predict the reactants needed to synthesize it. (4) Given the product [O:8]=[C:4]1[CH:3]=[C:2]([O:1][CH:14]2[CH2:19][CH2:18][N:17]([C:20]([O:22][C:23]([CH3:26])([CH3:25])[CH3:24])=[O:21])[CH2:16][CH2:15]2)[CH:7]=[CH:6][NH:5]1, predict the reactants needed to synthesize it. The reactants are: [OH:1][C:2]1[CH:7]=[CH:6][NH:5][C:4](=[O:8])[CH:3]=1.CS(O[CH:14]1[CH2:19][CH2:18][N:17]([C:20]([O:22][C:23]([CH3:26])([CH3:25])[CH3:24])=[O:21])[CH2:16][CH2:15]1)(=O)=O.CS(C)=O.C(=O)([O-])[O-].[K+].[K+]. (5) Given the product [CH2:20]([NH:23][C:2]1[CH:7]=[C:6]([O:8][CH2:9][CH2:10][CH2:11][N:12]([CH2:15][CH3:16])[CH2:13][CH3:14])[CH:5]=[CH:4][C:3]=1[N+:17]([O-:19])=[O:18])[CH2:21][CH3:22], predict the reactants needed to synthesize it. The reactants are: F[C:2]1[CH:7]=[C:6]([O:8][CH2:9][CH2:10][CH2:11][N:12]([CH2:15][CH3:16])[CH2:13][CH3:14])[CH:5]=[CH:4][C:3]=1[N+:17]([O-:19])=[O:18].[CH2:20]([NH2:23])[CH2:21][CH3:22]. (6) Given the product [NH2:39][C@H:36]([C:33]1[CH:34]=[CH:35][CH:30]=[CH:31][CH:32]=1)[CH2:37][O:38][C:24]1[N:25]=[C:26]([O:27][CH3:28])[C:21]([N:12]([CH2:13][O:14][CH2:15][CH2:16][Si:17]([CH3:20])([CH3:18])[CH3:19])[S:9]([C:3]2[CH:4]=[CH:5][CH:6]=[C:7]([Cl:8])[C:2]=2[Cl:1])(=[O:10])=[O:11])=[N:22][CH:23]=1, predict the reactants needed to synthesize it. The reactants are: [Cl:1][C:2]1[C:7]([Cl:8])=[CH:6][CH:5]=[CH:4][C:3]=1[S:9]([N:12]([C:21]1[C:26]([O:27][CH3:28])=[N:25][C:24](Cl)=[CH:23][N:22]=1)[CH2:13][O:14][CH2:15][CH2:16][Si:17]([CH3:20])([CH3:19])[CH3:18])(=[O:11])=[O:10].[CH:30]1[CH:35]=[CH:34][C:33]([C@@H:36]([NH2:39])[CH2:37][OH:38])=[CH:32][CH:31]=1.[H-].[Na+]. (7) Given the product [Cl:38][C:33]1[CH:34]=[CH:35][CH:36]=[CH:37][C:32]=1[C@H:30]([O:29][C:22]1[CH:21]=[C:20]([N:17]2[C:16]3[CH:39]=[CH:40][C:13]([C:11]4[O:8][C:6]([CH3:7])=[N:9][N:10]=4)=[CH:14][C:15]=3[N:19]=[CH:18]2)[S:24][C:23]=1[C:25]([O:27][CH3:28])=[O:26])[CH3:31], predict the reactants needed to synthesize it. The reactants are: C1COCC1.[C:6]([NH:9][NH:10][C:11]([C:13]1[CH:40]=[CH:39][C:16]2[N:17]([C:20]3[S:24][C:23]([C:25]([O:27][CH3:28])=[O:26])=[C:22]([O:29][C@@H:30]([C:32]4[CH:37]=[CH:36][CH:35]=[CH:34][C:33]=4[Cl:38])[CH3:31])[CH:21]=3)[CH:18]=[N:19][C:15]=2[CH:14]=1)=O)(=[O:8])[CH3:7].